Predict the product of the given reaction. From a dataset of Forward reaction prediction with 1.9M reactions from USPTO patents (1976-2016). (1) Given the reactants C[N:2](C)/[CH:3]=[CH:4]/[C:5]([C:7]1[C:12](=[O:13])[CH:11]=[CH:10][N:9]([C:14]2[CH:19]=[CH:18][CH:17]=[C:16]([O:20][C:21]([F:24])([F:23])[F:22])[CH:15]=2)[N:8]=1)=O.[CH3:26][S:27]([C:30]1[CH:31]=[C:32]([NH:36]N)[CH:33]=[CH:34][CH:35]=1)(=[O:29])=[O:28], predict the reaction product. The product is: [CH3:26][S:27]([C:30]1[CH:31]=[C:32]([N:36]2[C:5]([C:7]3[C:12](=[O:13])[CH:11]=[CH:10][N:9]([C:14]4[CH:19]=[CH:18][CH:17]=[C:16]([O:20][C:21]([F:24])([F:23])[F:22])[CH:15]=4)[N:8]=3)=[CH:4][CH:3]=[N:2]2)[CH:33]=[CH:34][CH:35]=1)(=[O:28])=[O:29]. (2) Given the reactants [CH:1]1[C:13]2[CH2:12][C:11]3[C:6](=[CH:7][CH:8]=[CH:9][CH:10]=3)[C:5]=2[CH:4]=[CH:3][CH:2]=1.C[Li].C1([Li])C2CC3C(=CC=CC=3)C=2C=CC=1.[CH3:30][Si:31]([CH3:34])(Cl)[Cl:32], predict the reaction product. The product is: [Cl:32][Si:31]([CH3:34])([CH3:30])[C:1]1[C:13]2[CH2:12][C:11]3[C:6](=[CH:7][CH:8]=[CH:9][CH:10]=3)[C:5]=2[CH:4]=[CH:3][CH:2]=1. (3) The product is: [C:3]([O:7][C:8](=[O:28])[NH:9][C@:10]1([C:15]([NH:17][S:18]([C:21]2[CH:26]=[CH:25][CH:24]=[CH:23][C:22]=2[NH:27][CH3:29])(=[O:20])=[O:19])=[O:16])[CH2:12][C@H:11]1[CH:13]=[CH2:14])([CH3:4])([CH3:5])[CH3:6]. Given the reactants CI.[C:3]([O:7][C:8](=[O:28])[NH:9][C@:10]1([C:15]([NH:17][S:18]([C:21]2[CH:26]=[CH:25][CH:24]=[CH:23][C:22]=2[NH2:27])(=[O:20])=[O:19])=[O:16])[CH2:12][C@H:11]1[CH:13]=[CH2:14])([CH3:6])([CH3:5])[CH3:4].[C:29]([O-])([O-])=O.[K+].[K+], predict the reaction product. (4) Given the reactants [C:1]([C:5]1[CH:9]=[C:8]([NH:10][C:11]([NH:13][C@@H:14]2[C:23]3[C:18](=[CH:19][CH:20]=[CH:21][CH:22]=3)[C@H:17]([O:24][C:25]3[CH:26]=[CH:27][C:28]4[N:29]([C:31]([N:34]5[CH2:39][CH2:38][CH2:37][CH2:36][C@@H:35]5[CH3:40])=[N:32][N:33]=4)[CH:30]=3)[CH2:16][CH2:15]2)=[O:12])[N:7]([C:41]2[CH:42]=[C:43]([CH2:47][CH2:48][O:49]S(C)(=O)=O)[CH:44]=[CH:45][CH:46]=2)[N:6]=1)([CH3:4])([CH3:3])[CH3:2].[CH2:54]([NH:56][CH3:57])[CH3:55].C1C[O:61]CC1, predict the reaction product. The product is: [CH:48]([OH:49])=[O:61].[C:1]([C:5]1[CH:9]=[C:8]([NH:10][C:11]([NH:13][C@@H:14]2[C:23]3[C:18](=[CH:19][CH:20]=[CH:21][CH:22]=3)[C@H:17]([O:24][C:25]3[CH:26]=[CH:27][C:28]4[N:29]([C:31]([N:34]5[CH2:39][CH2:38][CH2:37][CH2:36][C@@H:35]5[CH3:40])=[N:32][N:33]=4)[CH:30]=3)[CH2:16][CH2:15]2)=[O:12])[N:7]([C:41]2[CH:46]=[CH:45][CH:44]=[C:43]([CH2:47][CH2:48][N:56]([CH2:54][CH3:55])[CH3:57])[CH:42]=2)[N:6]=1)([CH3:4])([CH3:2])[CH3:3]. (5) Given the reactants C([Li])CCC.Br[C:7]1[CH:8]=[CH:9][C:10]([O:14][CH3:15])=[C:11]([CH3:13])[CH:12]=1.CN([CH:19]=[O:20])C.[Cl-].[Na+], predict the reaction product. The product is: [CH3:15][O:14][C:10]1[CH:9]=[CH:8][C:7]([CH:19]=[O:20])=[CH:12][C:11]=1[CH3:13]. (6) Given the reactants [CH3:1][O:2][C:3]1[CH:4]=[CH:5][C:6]([CH2:40][CH2:41][O:42][CH3:43])=[C:7]([NH:9][C:10]2[C:11]([NH:20][S:21]([CH:24]3[CH2:29][CH2:28][N:27](C(OCC4C=CC=CC=4)=O)[CH2:26][CH2:25]3)(=[O:23])=[O:22])=[N:12][C:13]3[C:18]([N:19]=2)=[CH:17][CH:16]=[CH:15][CH:14]=3)[CH:8]=1.[Cl:44]CCCl, predict the reaction product. The product is: [ClH:44].[CH3:1][O:2][C:3]1[CH:4]=[CH:5][C:6]([CH2:40][CH2:41][O:42][CH3:43])=[C:7]([NH:9][C:10]2[C:11]([NH:20][S:21]([CH:24]3[CH2:29][CH2:28][NH:27][CH2:26][CH2:25]3)(=[O:23])=[O:22])=[N:12][C:13]3[C:18]([N:19]=2)=[CH:17][CH:16]=[CH:15][CH:14]=3)[CH:8]=1. (7) Given the reactants [CH3:1][C:2]1(O)[O:6][N:5]=[C:4]([C:7]2[CH:12]=[CH:11][CH:10]=[CH:9][CH:8]=2)[CH:3]1[C:13]1[CH:18]=[CH:17][CH:16]=[CH:15][CH:14]=1.FC(F)(F)C(O)=O, predict the reaction product. The product is: [CH3:1][C:2]1[O:6][N:5]=[C:4]([C:7]2[CH:12]=[CH:11][CH:10]=[CH:9][CH:8]=2)[C:3]=1[C:13]1[CH:18]=[CH:17][CH:16]=[CH:15][CH:14]=1. (8) Given the reactants Cl.CO.C(OC([NH:11][C:12]1[CH:40]=[CH:39][C:38]([O:41][C:42]([F:45])([F:44])[F:43])=[CH:37][C:13]=1[C:14]([NH:16][CH2:17][C:18]([NH:20][C@@H:21]1[CH2:25][CH2:24][N:23]([CH2:26][C:27]2[C:35]3[C:30](=[CH:31][C:32]([CH3:36])=[CH:33][CH:34]=3)[NH:29][CH:28]=2)[CH2:22]1)=[O:19])=[O:15])=O)(C)(C)C.Cl, predict the reaction product. The product is: [NH2:11][C:12]1[CH:40]=[CH:39][C:38]([O:41][C:42]([F:44])([F:45])[F:43])=[CH:37][C:13]=1[C:14]([NH:16][CH2:17][C:18]([NH:20][C@@H:21]1[CH2:25][CH2:24][N:23]([CH2:26][C:27]2[C:35]3[C:30](=[CH:31][C:32]([CH3:36])=[CH:33][CH:34]=3)[NH:29][CH:28]=2)[CH2:22]1)=[O:19])=[O:15]. (9) Given the reactants [Cl:1][C:2]1[CH:3]=[C:4]([N:8]2[CH2:13][CH2:12][NH:11][CH2:10][CH2:9]2)[CH:5]=[CH:6][CH:7]=1.[CH2:14]([OH:17])[C:15]#[CH:16].[CH2:18]=O.O, predict the reaction product. The product is: [ClH:1].[ClH:1].[Cl:1][C:2]1[CH:3]=[C:4]([N:8]2[CH2:13][CH2:12][N:11]([CH2:18][C:16]#[C:15][CH2:14][OH:17])[CH2:10][CH2:9]2)[CH:5]=[CH:6][CH:7]=1. (10) Given the reactants [F:1][C:2]1[CH:7]=[CH:6][C:5]([C:8]2[CH:13]=[CH:12][N:11]=[CH:10][C:9]=2[N:14]([CH3:31])[C:15](=[O:30])[C:16]2[CH:21]=[C:20]([C:22]([F:25])([F:24])[F:23])[CH:19]=[C:18]([C:26]([F:29])([F:28])[F:27])[CH:17]=2)=[C:4]([OH:32])[CH:3]=1.Br[CH:34]([CH3:37])[C:35]#[N:36], predict the reaction product. The product is: [C:35]([CH:34]([CH3:37])[O:32][C:4]1[CH:3]=[C:2]([F:1])[CH:7]=[CH:6][C:5]=1[C:8]1[CH:13]=[CH:12][N:11]=[CH:10][C:9]=1[N:14]([CH3:31])[C:15](=[O:30])[C:16]1[CH:17]=[C:18]([C:26]([F:27])([F:28])[F:29])[CH:19]=[C:20]([C:22]([F:25])([F:24])[F:23])[CH:21]=1)#[N:36].